Dataset: Merck oncology drug combination screen with 23,052 pairs across 39 cell lines. Task: Regression. Given two drug SMILES strings and cell line genomic features, predict the synergy score measuring deviation from expected non-interaction effect. (1) Drug 1: NC(=O)c1cccc2cn(-c3ccc(C4CCCNC4)cc3)nc12. Drug 2: NC1(c2ccc(-c3nc4ccn5c(=O)[nH]nc5c4cc3-c3ccccc3)cc2)CCC1. Cell line: OVCAR3. Synergy scores: synergy=11.2. (2) Drug 1: Nc1ccn(C2OC(CO)C(O)C2(F)F)c(=O)n1. Drug 2: COC1=C2CC(C)CC(OC)C(O)C(C)C=C(C)C(OC(N)=O)C(OC)C=CC=C(C)C(=O)NC(=CC1=O)C2=O. Cell line: KPL1. Synergy scores: synergy=-4.76. (3) Drug 1: N.N.O=C(O)C1(C(=O)O)CCC1.[Pt]. Drug 2: C#Cc1cccc(Nc2ncnc3cc(OCCOC)c(OCCOC)cc23)c1. Cell line: HT29. Synergy scores: synergy=5.89. (4) Drug 1: O=C(CCCCCCC(=O)Nc1ccccc1)NO. Drug 2: NC1(c2ccc(-c3nc4ccn5c(=O)[nH]nc5c4cc3-c3ccccc3)cc2)CCC1. Cell line: UACC62. Synergy scores: synergy=18.1. (5) Drug 1: O=C(O)C1(Cc2cccc(Nc3nccs3)n2)CCC(Oc2cccc(Cl)c2F)CC1. Drug 2: NC(=O)c1cccc2cn(-c3ccc(C4CCCNC4)cc3)nc12. Cell line: MDAMB436. Synergy scores: synergy=20.3. (6) Drug 1: O=C(NOCC(O)CO)c1ccc(F)c(F)c1Nc1ccc(I)cc1F. Drug 2: CC(C)CC(NC(=O)C(Cc1ccccc1)NC(=O)c1cnccn1)B(O)O. Cell line: LNCAP. Synergy scores: synergy=15.6. (7) Drug 1: CC(=O)OC1C(=O)C2(C)C(O)CC3OCC3(OC(C)=O)C2C(OC(=O)c2ccccc2)C2(O)CC(OC(=O)C(O)C(NC(=O)c3ccccc3)c3ccccc3)C(C)=C1C2(C)C. Drug 2: N#Cc1ccc(Cn2cncc2CN2CCN(c3cccc(Cl)c3)C(=O)C2)cc1. Cell line: LNCAP. Synergy scores: synergy=-8.33. (8) Drug 1: Cn1nnc2c(C(N)=O)ncn2c1=O. Drug 2: NC(=O)c1cccc2cn(-c3ccc(C4CCCNC4)cc3)nc12. Cell line: RPMI7951. Synergy scores: synergy=53.0.